This data is from Full USPTO retrosynthesis dataset with 1.9M reactions from patents (1976-2016). The task is: Predict the reactants needed to synthesize the given product. (1) Given the product [NH:1]([C:25]([O:27][C:28]([CH3:31])([CH3:30])[CH3:29])=[O:26])[C@H:2]([C:22]([OH:24])=[O:23])[CH2:3][NH2:4].[CH2:32]([N-:48][CH2:49][CH2:50][CH2:51][CH2:52][CH2:53][CH2:54][CH2:55][CH2:56]/[CH:57]=[CH:58]\[CH2:59][CH2:60][CH2:61][CH2:62][CH2:63][CH2:64][CH2:65][CH3:66])[CH2:33][CH2:34][CH2:35][CH2:36][CH2:37][CH2:38][CH2:39][CH2:40][CH2:41][CH2:42][CH2:43][CH2:44][CH2:45][CH2:46][CH3:47], predict the reactants needed to synthesize it. The reactants are: [NH:1]([C:25]([O:27][C:28]([CH3:31])([CH3:30])[CH3:29])=[O:26])[C@H:2]([C:22]([OH:24])=[O:23])[CH2:3][NH:4]C(OCC1C2C(=CC=CC=2)C2C1=CC=CC=2)=O.[CH2:32]([N-:48][CH2:49][CH2:50][CH2:51][CH2:52][CH2:53][CH2:54][CH2:55][CH2:56]/[CH:57]=[CH:58]\[CH2:59][CH2:60][CH2:61][CH2:62][CH2:63][CH2:64][CH2:65][CH3:66])[CH2:33][CH2:34][CH2:35][CH2:36][CH2:37][CH2:38][CH2:39][CH2:40][CH2:41][CH2:42][CH2:43][CH2:44][CH2:45][CH2:46][CH3:47].C(NCC)C. (2) Given the product [Si:11]([CH2:9][CH2:10][P:1]([O:5][CH2:6][CH3:7])([O:2][CH2:3][CH3:4])=[O:8])([O:18][CH2:19][CH3:20])([O:15][CH2:16][CH3:17])[O:12][CH2:13][CH3:14], predict the reactants needed to synthesize it. The reactants are: [P:1]([O-:8])([O:5][CH2:6][CH3:7])[O:2][CH2:3][CH3:4].[CH:9]([Si:11]([O:18][CH2:19][CH3:20])([O:15][CH2:16][CH3:17])[O:12][CH2:13][CH3:14])=[CH2:10]. (3) Given the product [N:35]1[C:27]([NH:19][CH2:18][C:4]2[O:3][C:2](=[O:1])[C:11]3[C:6]([C:5]=2[C:12]2[CH:13]=[CH:14][CH:15]=[CH:16][CH:17]=2)=[CH:7][CH:8]=[CH:9][CH:10]=3)=[C:28]2[C:32]([NH:31][CH:30]=[N:29]2)=[N:33][CH:34]=1, predict the reactants needed to synthesize it. The reactants are: [O:1]=[C:2]1[C:11]2[C:6](=[CH:7][CH:8]=[CH:9][CH:10]=2)[C:5]([C:12]2[CH:17]=[CH:16][CH:15]=[CH:14][CH:13]=2)=[C:4]([CH2:18][N:19]([C:27]2[N:35]=[CH:34][N:33]=[C:32]3[C:28]=2[N:29]=[CH:30][N:31]3C(C2C=CC=CC=2)(C2C=CC=CC=2)C2C=CC=CC=2)C(=O)OC(C)(C)C)[O:3]1.C(O)(C(F)(F)F)=O. (4) Given the product [F:1][C:2]1[CH:3]=[C:4]([NH:8][C:9]([C:11]2[NH:12][C:13]([C:16]3[C:18]4[C:19](=[N:20][CH:21]=[CH:22][CH:23]=4)[NH:27][N:26]=3)=[CH:14][CH:15]=2)=[O:10])[CH:5]=[CH:6][CH:7]=1, predict the reactants needed to synthesize it. The reactants are: [F:1][C:2]1[CH:3]=[C:4]([NH:8][C:9]([C:11]2[NH:12][C:13]([C:16]([C:18]3[C:19](Cl)=[N:20][CH:21]=[CH:22][CH:23]=3)=O)=[CH:14][CH:15]=2)=[O:10])[CH:5]=[CH:6][CH:7]=1.O.[NH2:26][NH2:27].